This data is from Reaction yield outcomes from USPTO patents with 853,638 reactions. The task is: Predict the reaction yield, written as a fraction of the theoretical maximum amount of product (1.0 means a 100% yield; for example, 0.34 means a 34% yield). (1) The catalyst is C1COCC1. The product is [CH2:1]([O:3][C:4]([C:5]1[CH:19]=[C:20]([C:22]2[CH:27]=[CH:26][N:25]=[CH:24][CH:23]=2)[NH:32][C:6]=1[CH:8]1[CH2:13][CH2:12][CH2:11][CH2:10][CH2:9]1)=[O:14])[CH3:2]. The reactants are [CH2:1]([O:3][C:4](=[O:14])[CH2:5][C:6]([CH:8]1[CH2:13][CH2:12][CH2:11][CH2:10][CH2:9]1)=O)[CH3:2].[H-].[Na+].Br.Br[CH2:19][C:20]([C:22]1[CH:27]=[CH:26][N:25]=[CH:24][CH:23]=1)=O.C([O-])(=O)C.[NH4+:32]. The yield is 0.430. (2) The reactants are [CH3:16][C:11]1([CH3:17])[C:12]([CH3:15])([CH3:14])[O:13][B:9]([B:9]2[O:13][C:12]([CH3:15])([CH3:14])[C:11]([CH3:17])([CH3:16])[O:10]2)[O:10]1.[Cl:19][C:20]1[CH:25]=[CH:24][CH:23]=[C:22]([Cl:26])[C:21]=1[F:27]. The catalyst is CCCCCCC.CC(C1C=CC=C(C(C)C)C=1N=CC1C=CC=CN=1)C. The product is [Cl:19][C:20]1[CH:25]=[C:24]([B:9]2[O:10][C:11]([CH3:16])([CH3:17])[C:12]([CH3:14])([CH3:15])[O:13]2)[CH:23]=[C:22]([Cl:26])[C:21]=1[F:27]. The yield is 0.725. (3) The reactants are [NH2:1][C:2]1[S:3][CH:4]=[CH:5][C:6]=1[C:7]([O:9]C)=O.[CH:11]([NH2:13])=O. The catalyst is O. The product is [N:1]1[C:2]2[S:3][CH:4]=[CH:5][C:6]=2[C:7](=[O:9])[NH:13][CH:11]=1. The yield is 0.230.